Dataset: Forward reaction prediction with 1.9M reactions from USPTO patents (1976-2016). Task: Predict the product of the given reaction. (1) Given the reactants [Br:1][C:2]1[N:7]=[C:6]([CH3:8])[C:5]([F:9])=[CH:4][CH:3]=1.[Br:10]N1C(=O)CCC1=O.N(C(C)(C)C#N)=NC(C)(C)C#N.P([O-])(OCC)OCC.C(N(CC)CC)C, predict the reaction product. The product is: [Br:1][C:2]1[N:7]=[C:6]([CH2:8][Br:10])[C:5]([F:9])=[CH:4][CH:3]=1. (2) Given the reactants [N:1]1[C:9]([NH2:10])=[C:8]2[C:4]([N:5]=[CH:6][NH:7]2)=[N:3][CH:2]=1.Br[CH2:12][CH2:13][CH2:14][Cl:15].C(=O)([O-])[O-].[K+].[K+], predict the reaction product. The product is: [Cl:15][CH2:14][CH2:13][CH2:12][N:5]1[CH:6]=[N:7][C:8]2[C:4]1=[N:3][CH:2]=[N:1][C:9]=2[NH2:10]. (3) Given the reactants [CH3:1][C:2]1([CH3:12])[CH2:7][CH2:6][C:5]([CH3:9])([CH3:8])[C:4]([C:10]#N)=[CH:3]1.[H-].C([Al+]CC(C)C)C(C)C.S([O-])([O-])(=O)=[O:24].[Na+].[Na+], predict the reaction product. The product is: [CH3:1][C:2]1([CH3:12])[CH2:7][CH2:6][C:5]([CH3:9])([CH3:8])[C:4]([CH:10]=[O:24])=[CH:3]1. (4) The product is: [N:30]([CH:6]([CH3:29])[CH2:7][O:8][C@H:9]1[CH2:14][CH2:13][C@H:12]([C:15]2[O:16][C:17]3[CH:23]=[C:22]([O:24][CH2:25][CH:26]4[CH2:28][CH2:27]4)[CH:21]=[CH:20][C:18]=3[CH:19]=2)[CH2:11][CH2:10]1)=[N+:31]=[N-:32]. Given the reactants CS(O[CH:6]([CH3:29])[CH2:7][O:8][C@H:9]1[CH2:14][CH2:13][C@H:12]([C:15]2[O:16][C:17]3[CH:23]=[C:22]([O:24][CH2:25][CH:26]4[CH2:28][CH2:27]4)[CH:21]=[CH:20][C:18]=3[CH:19]=2)[CH2:11][CH2:10]1)(=O)=O.[N-:30]=[N+:31]=[N-:32].[Na+], predict the reaction product. (5) Given the reactants [Cl:1][C:2]1[C:7]([C:8]([OH:10])=O)=[CH:6][CH:5]=[C:4]([Cl:11])[N:3]=1.[CH:12]1([CH2:15][CH2:16][NH:17][C:18]([C:20]2[N:21]=[N:22][C:23]([N:26]3[CH2:31][CH2:30][NH:29][CH2:28][CH2:27]3)=[CH:24][CH:25]=2)=[O:19])[CH2:14][CH2:13]1, predict the reaction product. The product is: [CH:12]1([CH2:15][CH2:16][NH:17][C:18]([C:20]2[N:21]=[N:22][C:23]([N:26]3[CH2:31][CH2:30][N:29]([C:8]([C:7]4[C:2]([Cl:1])=[N:3][C:4]([Cl:11])=[CH:5][CH:6]=4)=[O:10])[CH2:28][CH2:27]3)=[CH:24][CH:25]=2)=[O:19])[CH2:14][CH2:13]1. (6) Given the reactants [CH2:1]([O:3][C:4](=[O:24])[CH2:5][N:6]1[C:12](=[O:13])[NH:11][C:10]2[CH:14]=[CH:15][CH:16]=[CH:17][C:9]=2[C:8]([CH:18]2[CH2:23][CH2:22][CH2:21][CH2:20][CH2:19]2)=[N:7]1)[CH3:2].Cl[CH2:26][C:27]([CH:29]1[CH2:33][CH2:32][CH2:31][CH2:30]1)=[O:28].[I-], predict the reaction product. The product is: [CH2:1]([O:3][C:4](=[O:24])[CH2:5][N:6]1[C:12](=[O:13])[N:11]([CH2:26][C:27]([CH:29]2[CH2:33][CH2:32][CH2:31][CH2:30]2)=[O:28])[C:10]2[CH:14]=[CH:15][CH:16]=[CH:17][C:9]=2[C:8]([CH:18]2[CH2:19][CH2:20][CH2:21][CH2:22][CH2:23]2)=[N:7]1)[CH3:2].